From a dataset of NCI-60 drug combinations with 297,098 pairs across 59 cell lines. Regression. Given two drug SMILES strings and cell line genomic features, predict the synergy score measuring deviation from expected non-interaction effect. (1) Drug 2: C(=O)(N)NO. Cell line: NCIH23. Synergy scores: CSS=-1.94, Synergy_ZIP=-1.33, Synergy_Bliss=-1.07, Synergy_Loewe=-3.15, Synergy_HSA=-1.39. Drug 1: CN(C)N=NC1=C(NC=N1)C(=O)N. (2) Drug 1: COC1=CC(=CC(=C1O)OC)C2C3C(COC3=O)C(C4=CC5=C(C=C24)OCO5)OC6C(C(C7C(O6)COC(O7)C8=CC=CS8)O)O. Drug 2: C1C(C(OC1N2C=C(C(=O)NC2=O)F)CO)O. Cell line: HCC-2998. Synergy scores: CSS=42.6, Synergy_ZIP=-10.6, Synergy_Bliss=-15.3, Synergy_Loewe=-9.83, Synergy_HSA=-9.27. (3) Drug 1: CC1=C(C=C(C=C1)C(=O)NC2=CC(=CC(=C2)C(F)(F)F)N3C=C(N=C3)C)NC4=NC=CC(=N4)C5=CN=CC=C5. Drug 2: CCC1(CC2CC(C3=C(CCN(C2)C1)C4=CC=CC=C4N3)(C5=C(C=C6C(=C5)C78CCN9C7C(C=CC9)(C(C(C8N6C)(C(=O)OC)O)OC(=O)C)CC)OC)C(=O)OC)O.OS(=O)(=O)O. Cell line: T-47D. Synergy scores: CSS=-1.05, Synergy_ZIP=8.76, Synergy_Bliss=12.6, Synergy_Loewe=5.04, Synergy_HSA=1.88. (4) Drug 1: CC1OCC2C(O1)C(C(C(O2)OC3C4COC(=O)C4C(C5=CC6=C(C=C35)OCO6)C7=CC(=C(C(=C7)OC)O)OC)O)O. Drug 2: C1=NC2=C(N1)C(=S)N=CN2. Cell line: MOLT-4. Synergy scores: CSS=72.7, Synergy_ZIP=-2.44, Synergy_Bliss=-5.48, Synergy_Loewe=-8.06, Synergy_HSA=-3.22. (5) Drug 1: C1=CC(=CC=C1CCCC(=O)O)N(CCCl)CCCl. Drug 2: CCC1(C2=C(COC1=O)C(=O)N3CC4=CC5=C(C=CC(=C5CN(C)C)O)N=C4C3=C2)O.Cl. Cell line: MCF7. Synergy scores: CSS=27.0, Synergy_ZIP=-9.67, Synergy_Bliss=-4.03, Synergy_Loewe=-4.07, Synergy_HSA=-2.21.